Dataset: Reaction yield outcomes from USPTO patents with 853,638 reactions. Task: Predict the reaction yield, written as a fraction of the theoretical maximum amount of product (1.0 means a 100% yield; for example, 0.34 means a 34% yield). The reactants are [F:1][C:2]1[CH:15]=[C:14]([N+:16]([O-:18])=[O:17])[CH:13]=[CH:12][C:3]=1[O:4][C:5]1[CH:10]=[CH:9][N:8]=[C:7]([NH2:11])[CH:6]=1.C(N(CC)CC)C.Cl[C:27](OC1C=CC=CC=1)=[O:28].[CH2:36]([N:38]([CH2:43][CH3:44])[CH2:39][CH2:40][CH2:41][NH2:42])[CH3:37]. The catalyst is O1CCCC1.C(OCC)(=O)C.CN(C)C=O. The product is [CH2:36]([N:38]([CH2:43][CH3:44])[CH2:39][CH2:40][CH2:41][NH:42][C:27]([NH:11][C:7]1[CH:6]=[C:5]([O:4][C:3]2[CH:12]=[CH:13][C:14]([N+:16]([O-:18])=[O:17])=[CH:15][C:2]=2[F:1])[CH:10]=[CH:9][N:8]=1)=[O:28])[CH3:37]. The yield is 0.838.